This data is from Full USPTO retrosynthesis dataset with 1.9M reactions from patents (1976-2016). The task is: Predict the reactants needed to synthesize the given product. (1) Given the product [C:45]([O:44][C:43]([NH:42][CH2:41][CH2:40][O:32][C:29]1[CH:28]=[CH:27][C:26]([CH2:25]/[C:20](=[C:15](\[C@H:12]2[CH2:13][CH2:14][C@@H:9]([O:8][Si:1]([C:4]([CH3:7])([CH3:6])[CH3:5])([CH3:3])[CH3:2])[CH2:10][CH2:11]2)/[C:16]([O:18][CH3:19])=[O:17])/[C:21]([O:23][CH3:24])=[O:22])=[CH:31][CH:30]=1)=[O:49])([CH3:48])([CH3:47])[CH3:46], predict the reactants needed to synthesize it. The reactants are: [Si:1]([O:8][C@@H:9]1[CH2:14][CH2:13][C@H:12](/[C:15](=[C:20](\[CH2:25][C:26]2[CH:31]=[CH:30][C:29]([OH:32])=[CH:28][CH:27]=2)/[C:21]([O:23][CH3:24])=[O:22])/[C:16]([O:18][CH3:19])=[O:17])[CH2:11][CH2:10]1)([C:4]([CH3:7])([CH3:6])[CH3:5])([CH3:3])[CH3:2].C(=O)([O-])[O-].[Cs+].[Cs+].Br[CH2:40][CH2:41][NH:42][C:43](=[O:49])[O:44][C:45]([CH3:48])([CH3:47])[CH3:46]. (2) Given the product [CH3:1][C:2]([O:5][C:6]([NH:8][C:9]([CH3:14])([C:11]([NH2:36])=[O:12])[CH3:10])=[O:7])([CH3:4])[CH3:3], predict the reactants needed to synthesize it. The reactants are: [CH3:1][C:2]([O:5][C:6]([NH:8][C:9]([CH3:14])([C:11](O)=[O:12])[CH3:10])=[O:7])([CH3:4])[CH3:3].CC(OC(OC(OC(C)(C)C)=O)=O)(C)C.O1CCOCC1.[N:36]1C=CC=CC=1. (3) The reactants are: O[C:2]1[CH:9]=[CH:8][C:5]([C:6]#[N:7])=[CH:4][CH:3]=1.[C:10](=[O:13])([O-])[O-].[Cs+].[Cs+].BrC[CH:18]1[CH2:23][CH2:22][O:21][CH2:20][CH2:19]1.O. Given the product [O:21]1[CH2:22][CH2:23][CH:18]([O:13][CH2:10][C:2]2[CH:9]=[CH:8][C:5]([C:6]#[N:7])=[CH:4][CH:3]=2)[CH2:19][CH2:20]1, predict the reactants needed to synthesize it. (4) Given the product [F:1][C:2]1([F:23])[CH2:7][CH2:6][CH:5]([NH:8][C:9]2[N:11]=[C:12]([NH:14][CH:15]3[CH2:20][CH2:19][C:18]([F:21])([F:22])[CH2:17][CH2:16]3)[N:13]=[C:32]([C:26]3[C:25]([F:24])=[CH:30][CH:29]=[C:28]([F:31])[N:27]=3)[N:10]=2)[CH2:4][CH2:3]1, predict the reactants needed to synthesize it. The reactants are: [F:1][C:2]1([F:23])[CH2:7][CH2:6][CH:5]([NH:8][C:9]([NH:11][C:12]([NH:14][CH:15]2[CH2:20][CH2:19][C:18]([F:22])([F:21])[CH2:17][CH2:16]2)=[NH:13])=[NH:10])[CH2:4][CH2:3]1.[F:24][C:25]1[C:26]([C:32](OC)=O)=[N:27][C:28]([F:31])=[CH:29][CH:30]=1.C[O-].[Na+].O. (5) Given the product [NH2:12][C:11]1[S:10][C:3]2[CH:4]=[C:5]([C:6]#[N:7])[CH:8]=[CH:9][C:2]=2[N:1]=1, predict the reactants needed to synthesize it. The reactants are: [NH2:1][C:2]1[CH:9]=[CH:8][C:5]([C:6]#[N:7])=[CH:4][CH:3]=1.[S-:10][C:11]#[N:12].[K+].BrBr.C(#N)C1C=CC=CC=1. (6) Given the product [NH2:1][C:2]1[S:3][C@:4]2([CH2:19][OH:20])[C@H:6]([C@:7]([C:10]3[CH:15]=[C:14]([NH:16][C:22]4[C:27]5=[N:28][CH:29]=[C:30]([O:32][CH3:33])[N:31]=[C:26]5[CH:25]=[CH:24][N:23]=4)[CH:13]=[C:12]([F:17])[C:11]=3[F:18])([CH3:9])[N:8]=1)[CH2:5]2, predict the reactants needed to synthesize it. The reactants are: [NH2:1][C:2]1[S:3][C@:4]2([CH2:19][OH:20])[C@H:6]([C@:7]([C:10]3[CH:15]=[C:14]([NH2:16])[CH:13]=[C:12]([F:17])[C:11]=3[F:18])([CH3:9])[N:8]=1)[CH2:5]2.Cl[C:22]1[C:27]2=[N:28][CH:29]=[C:30]([O:32][CH3:33])[N:31]=[C:26]2[CH:25]=[CH:24][N:23]=1.O.C1(C)C=CC(S(O)(=O)=O)=CC=1. (7) Given the product [CH2:39]([C:2]1[N:3]=[CH:4][C:5]([N:8]2[CH2:9][CH2:10][CH:11]([N:14]3[CH2:18][CH2:17][C@H:16]([NH:19][C:20]4[CH:25]=[C:24]([CH3:26])[C:23]([S:27]([CH3:30])(=[O:28])=[O:29])=[CH:22][C:21]=4[F:31])[C:15]3=[O:32])[CH2:12][CH2:13]2)=[N:6][CH:7]=1)[CH3:40], predict the reactants needed to synthesize it. The reactants are: Cl[C:2]1[N:3]=[CH:4][C:5]([N:8]2[CH2:13][CH2:12][CH:11]([N:14]3[CH2:18][CH2:17][C@H:16]([NH:19][C:20]4[CH:25]=[C:24]([CH3:26])[C:23]([S:27]([CH3:30])(=[O:29])=[O:28])=[CH:22][C:21]=4[F:31])[C:15]3=[O:32])[CH2:10][CH2:9]2)=[N:6][CH:7]=1.C([O-])([O-])=O.[K+].[K+].[CH2:39]([Zn]CC)[CH3:40]. (8) The reactants are: [F:1][C:2]1[CH:10]=[CH:9][C:5]([C:6]([OH:8])=O)=[CH:4][N:3]=1.Cl.Cl.[NH:13]1[CH2:18][CH2:17][CH2:16][CH:15]([C:19]2[N:23]=[C:22]([C:24]3[CH:29]=[CH:28][N:27]=[CH:26][CH:25]=3)[O:21][N:20]=2)[CH2:14]1. Given the product [F:1][C:2]1[N:3]=[CH:4][C:5]([C:6]([N:13]2[CH2:18][CH2:17][CH2:16][CH:15]([C:19]3[N:23]=[C:22]([C:24]4[CH:29]=[CH:28][N:27]=[CH:26][CH:25]=4)[O:21][N:20]=3)[CH2:14]2)=[O:8])=[CH:9][CH:10]=1, predict the reactants needed to synthesize it.